Dataset: Full USPTO retrosynthesis dataset with 1.9M reactions from patents (1976-2016). Task: Predict the reactants needed to synthesize the given product. (1) The reactants are: [CH2:1]([C:8]1[S:12][C:11]([NH:13][C:14](=[O:23])[C:15]2[CH:20]=[CH:19][CH:18]=[C:17]([O:21]C)[CH:16]=2)=[N:10][C:9]=1[C:24]1[CH:29]=[CH:28][C:27]([O:30]C)=[CH:26][CH:25]=1)[C:2]1[CH:7]=[CH:6][CH:5]=[CH:4][CH:3]=1.B(Br)(Br)Br. Given the product [CH2:1]([C:8]1[S:12][C:11]([NH:13][C:14](=[O:23])[C:15]2[CH:20]=[CH:19][CH:18]=[C:17]([OH:21])[CH:16]=2)=[N:10][C:9]=1[C:24]1[CH:29]=[CH:28][C:27]([OH:30])=[CH:26][CH:25]=1)[C:2]1[CH:7]=[CH:6][CH:5]=[CH:4][CH:3]=1, predict the reactants needed to synthesize it. (2) Given the product [NH2:34][C@@H:35]([CH2:36][C:37](=[O:38])[NH2:39])[C:40]([NH:22][CH2:21][C@@H:20]([OH:23])[CH2:19][P:10]([CH2:12][CH:13]1[CH2:14][CH2:15][CH2:16][CH2:17][CH2:18]1)(=[O:11])[OH:9])=[O:41], predict the reactants needed to synthesize it. The reactants are: Cl.C([O:9][P:10]([CH2:19][C@H:20]([OH:23])[CH2:21][NH2:22])([CH2:12][CH:13]1[CH2:18][CH2:17][CH2:16][CH2:15][CH2:14]1)=[O:11])C1C=CC=CC=1.C1C=CC(COC([NH:34][C@H:35]([C:40](O)=[O:41])[CH2:36][C:37]([NH2:39])=[O:38])=O)=CC=1. (3) The reactants are: [CH3:1][O:2][C:3]1[CH:4]=[C:5](B(O)O)[CH:6]=[CH:7][CH:8]=1.Br[C:13]1[CH:14]=[C:15]([CH:19]([CH:26]2[CH2:28][CH2:27]2)[NH:20][S:21]([CH2:24][CH3:25])(=[O:23])=[O:22])[CH:16]=[N:17][CH:18]=1.C([O-])([O-])=O.[Na+].[Na+]. Given the product [CH:26]1([CH:19]([C:15]2[CH:16]=[N:17][CH:18]=[C:13]([C:8]3[CH:7]=[CH:6][CH:5]=[CH:4][C:3]=3[O:2][CH3:1])[CH:14]=2)[NH:20][S:21]([CH2:24][CH3:25])(=[O:23])=[O:22])[CH2:28][CH2:27]1, predict the reactants needed to synthesize it. (4) Given the product [CH3:22][N:9]1[C:10]2[C@@:11]3([CH3:21])[C:18]([CH3:20])([CH3:19])[C@H:14]([CH2:13][CH2:12]3)[C:15]=2[C:16](=[O:17])[N:8]1[C:4]1[CH:3]=[C:2]([C:25]2[CH:26]=[CH:27][CH:28]=[CH:29][C:24]=2[CH3:23])[CH:7]=[CH:6][CH:5]=1, predict the reactants needed to synthesize it. The reactants are: I[C:2]1[CH:3]=[C:4]([N:8]2[C:16](=[O:17])[C:15]3[CH:14]4[C:18]([CH3:20])([CH3:19])[C:11]([CH3:21])([CH2:12][CH2:13]4)[C:10]=3[N:9]2[CH3:22])[CH:5]=[CH:6][CH:7]=1.[CH3:23][C:24]1[CH:29]=[CH:28][CH:27]=[CH:26][C:25]=1B(O)O.C(=O)([O-])[O-].[K+].[K+]. (5) The reactants are: [C:1]1([CH2:7][C@H:8]([NH:20][C:21]([C:23]2[NH:32][C:26]3=[CH:27][N:28]=[C:29]([Cl:31])[CH:30]=[C:25]3[CH:24]=2)=[O:22])[C:9]2([C:14]3[CH:19]=[CH:18][CH:17]=[CH:16][CH:15]=3)OCC[O:10]2)[CH:6]=[CH:5][CH:4]=[CH:3][CH:2]=1.Cl. Given the product [CH2:7]([C@H:8]([NH:20][C:21]([C:23]1[NH:32][C:26]2=[CH:27][N:28]=[C:29]([Cl:31])[CH:30]=[C:25]2[CH:24]=1)=[O:22])[C:9](=[O:10])[C:14]1[CH:15]=[CH:16][CH:17]=[CH:18][CH:19]=1)[C:1]1[CH:6]=[CH:5][CH:4]=[CH:3][CH:2]=1, predict the reactants needed to synthesize it. (6) Given the product [NH:1]([C:13]([O:15][C:16]([CH3:19])([CH3:18])[CH3:17])=[O:14])[C@@H:2]([C:10]([N:20]1[CH2:34][CH2:33][CH2:32][C@H:21]1[C:22]([O:24][CH2:25][C:26]1[CH:27]=[CH:28][CH:29]=[CH:30][CH:31]=1)=[O:23])=[O:12])[CH2:3][CH:4]1[CH2:5][CH2:6][CH2:7][CH2:8][CH2:9]1, predict the reactants needed to synthesize it. The reactants are: [NH:1]([C:13]([O:15][C:16]([CH3:19])([CH3:18])[CH3:17])=[O:14])[C@@H:2]([C:10]([OH:12])=O)[CH2:3][CH:4]1[CH2:9][CH2:8][CH2:7][CH2:6][CH2:5]1.[NH:20]1[CH2:34][CH2:33][CH2:32][C@H:21]1[C:22]([O:24][CH2:25][C:26]1[CH:31]=[CH:30][CH:29]=[CH:28][CH:27]=1)=[O:23].